From a dataset of Reaction yield outcomes from USPTO patents with 853,638 reactions. Predict the reaction yield, written as a fraction of the theoretical maximum amount of product (1.0 means a 100% yield; for example, 0.34 means a 34% yield). (1) The reactants are [CH2:1]([O:3][C:4]([C:6]1[N:10]2[N:11]=[C:12](Cl)[CH:13]=[CH:14][C:9]2=[N:8][CH:7]=1)=[O:5])[CH3:2].[CH:16]1[C:21]([CH2:22][NH2:23])=[CH:20][CH:19]=[C:18]([S:24]([NH2:27])(=[O:26])=[O:25])[CH:17]=1.Cl.C(N(C(C)C)CC)(C)C. The catalyst is O1CCOCC1. The product is [CH2:1]([O:3][C:4]([C:6]1[N:10]2[N:11]=[C:12]([NH:23][CH2:22][C:21]3[CH:16]=[CH:17][C:18]([S:24](=[O:26])(=[O:25])[NH2:27])=[CH:19][CH:20]=3)[CH:13]=[CH:14][C:9]2=[N:8][CH:7]=1)=[O:5])[CH3:2]. The yield is 0.470. (2) The reactants are CO[C:3]([C:5]1[CH:6]=[C:7]2[C:12](=[CH:13][CH:14]=1)[N:11]=[CH:10]N=[C:8]2[Cl:15])=[O:4].[CH3:16]C(C[AlH]CC(C)C)C. The catalyst is C1COCC1. The product is [Cl:15][C:8]1[C:7]2[C:12](=[CH:13][CH:14]=[C:5]([CH2:3][OH:4])[CH:6]=2)[N:11]=[CH:10][CH:16]=1. The yield is 0.660. (3) The reactants are [Cl:1][C:2]1[CH:18]=[CH:17][C:5]2[N:6]3[CH:11]=[C:10]([C:12](OCC)=[O:13])[N:9]=[C:7]3[S:8][C:4]=2[CH:3]=1.[H-].[H-].[H-].[H-].[Li+].[Al+3]. No catalyst specified. The product is [Cl:1][C:2]1[CH:18]=[CH:17][C:5]2[N:6]3[CH:11]=[C:10]([CH2:12][OH:13])[N:9]=[C:7]3[S:8][C:4]=2[CH:3]=1. The yield is 0.720. (4) The reactants are [CH3:1][Mg]Br.[OH:4][C:5]1[CH:10]=[CH:9][C:8]([O:11][CH3:12])=[CH:7][C:6]=1[C:13](=[O:15])[CH3:14]. The catalyst is C1COCC1. The product is [OH:15][C:13]([C:6]1[CH:7]=[C:8]([O:11][CH3:12])[CH:9]=[CH:10][C:5]=1[OH:4])([CH3:1])[CH3:14]. The yield is 1.00. (5) The reactants are [NH2:1][C:2]1[CH:13]=[CH:12][CH:11]=[CH:10][C:3]=1[C:4]([NH:6][CH2:7][C:8]#[CH:9])=[O:5].CN(C)C=O.C(=O)([O-])[O-].[K+].[K+].[Cl:25][C:26]1[N:31]=[C:30](Cl)[C:29]([Cl:33])=[CH:28][N:27]=1. No catalyst specified. The product is [Cl:25][C:26]1[N:31]=[C:30]([NH:1][C:2]2[CH:13]=[CH:12][CH:11]=[CH:10][C:3]=2[C:4]([NH:6][CH2:7][C:8]#[CH:9])=[O:5])[C:29]([Cl:33])=[CH:28][N:27]=1. The yield is 0.0400. (6) The catalyst is CC(O)=O.[Cl-].[Na+].O.C(Cl)Cl. The product is [Br:2][C:3]1[CH:8]=[CH:7][C:6]2[C:18]3[CH2:19][N:20]([C:23]([O:25][C:26]([CH3:29])([CH3:28])[CH3:27])=[O:24])[CH2:21][CH2:22][C:17]=3[O:9][C:5]=2[CH:4]=1. The reactants are Cl.[Br:2][C:3]1[CH:4]=[C:5]([O:9]N)[CH:6]=[CH:7][CH:8]=1.S(=O)(=O)(O)O.O=[C:17]1[CH2:22][CH2:21][N:20]([C:23]([O:25][C:26]([CH3:29])([CH3:28])[CH3:27])=[O:24])[CH2:19][CH2:18]1.[OH-].[Na+].C([O-])([O-])=O.[K+].[K+].CC(OC(OC(OC(C)(C)C)=O)=O)(C)C. The yield is 0.350. (7) The reactants are [Si]([O:8][C@@H:9]1[C:13]2([CH2:15][CH2:14]2)[C:12](=[O:16])[N:11]([C:17]2[CH:24]=[CH:23][C:20]([C:21]#[N:22])=[C:19]([Cl:25])[CH:18]=2)[C@H:10]1[CH3:26])(C(C)(C)C)(C)C.C1COCC1.Cl.C(=O)([O-])O.[Na+]. The catalyst is CO. The product is [Cl:25][C:19]1[CH:18]=[C:17]([N:11]2[C@@H:10]([CH3:26])[C@H:9]([OH:8])[C:13]3([CH2:15][CH2:14]3)[C:12]2=[O:16])[CH:24]=[CH:23][C:20]=1[C:21]#[N:22]. The yield is 0.900.